Dataset: Reaction yield outcomes from USPTO patents with 853,638 reactions. Task: Predict the reaction yield, written as a fraction of the theoretical maximum amount of product (1.0 means a 100% yield; for example, 0.34 means a 34% yield). (1) The reactants are [CH3:1][O:2][C:3]1[CH:4]=[C:5]2[C:10](=[CH:11][C:12]=1[O:13][CH3:14])[N:9]=[CH:8][N:7]=[C:6]2[O:15][C:16]1[CH:17]=[C:18]([CH:20]=[CH:21][CH:22]=1)[NH2:19].C(N(CC)C(C)C)(C)C.[CH3:32][O:33][CH2:34][CH2:35][O:36][C:37]1[CH:38]=[C:39]([NH:47][C:48](=O)[O:49]C2C=CC=CC=2)[CH:40]=[CH:41][C:42]=1[C:43]([F:46])([F:45])[F:44]. The catalyst is C1COCC1.CN(C)C1C=CN=CC=1. The product is [CH3:1][O:2][C:3]1[CH:4]=[C:5]2[C:10](=[CH:11][C:12]=1[O:13][CH3:14])[N:9]=[CH:8][N:7]=[C:6]2[O:15][C:16]1[CH:17]=[C:18]([NH:19][C:48]([NH:47][C:39]2[CH:40]=[CH:41][C:42]([C:43]([F:45])([F:46])[F:44])=[C:37]([O:36][CH2:35][CH2:34][O:33][CH3:32])[CH:38]=2)=[O:49])[CH:20]=[CH:21][CH:22]=1. The yield is 0.650. (2) The reactants are [CH3:1][C:2]1[C:7]2[C:8](=[O:13])[NH:9][CH2:10][CH2:11][O:12][C:6]=2[CH:5]=[N:4][C:3]=1[O:14][CH:15]([CH3:17])[CH3:16].[H-].[Na+].[CH2:20]([O:27][C:28]1[C:33]([CH2:34]Cl)=[C:32]([CH3:36])[CH:31]=[C:30]([CH3:37])[N:29]=1)[C:21]1[CH:26]=[CH:25][CH:24]=[CH:23][CH:22]=1.CCOC(C)=O. The catalyst is CN(C=O)C. The product is [CH2:20]([O:27][C:28]1[C:33]([CH2:34][N:9]2[C:8](=[O:13])[C:7]3[C:2]([CH3:1])=[C:3]([O:14][CH:15]([CH3:17])[CH3:16])[N:4]=[CH:5][C:6]=3[O:12][CH2:11][CH2:10]2)=[C:32]([CH3:36])[CH:31]=[C:30]([CH3:37])[N:29]=1)[C:21]1[CH:26]=[CH:25][CH:24]=[CH:23][CH:22]=1. The yield is 1.00. (3) The reactants are [Cl:1][C:2]1[C:14]2[C:13]3[C:8](=[CH:9][CH:10]=[CH:11][CH:12]=3)[C:7]([C:20]([F:23])([F:22])[F:21])([O:15]CC(O)=O)[C:6]=2[CH:5]=[C:4]([F:24])[CH:3]=1.C1([C@H](N)C)C2C(=CC=CC=2)C=CC=1. The catalyst is C(C(C)=O)C. The product is [Cl:1][C:2]1[C:14]2[C:13]3[C:8](=[CH:9][CH:10]=[CH:11][CH:12]=3)[C:7]([C:20]([F:21])([F:22])[F:23])([OH:15])[C:6]=2[CH:5]=[C:4]([F:24])[CH:3]=1. The yield is 0.350. (4) The reactants are [CH2:1]([N:4]1[C:12]2[C:7](=[C:8]([O:14][C:15]([F:18])([F:17])[F:16])[CH:9]=[CH:10][C:11]=2[F:13])[C:6]([C:19](=[O:24])C(F)(F)F)=[CH:5]1)[CH2:2][CH3:3].[OH-:25].[Na+]. The catalyst is O.C(Cl)Cl. The product is [CH2:1]([N:4]1[C:12]2[C:7](=[C:8]([O:14][C:15]([F:17])([F:16])[F:18])[CH:9]=[CH:10][C:11]=2[F:13])[C:6]([C:19]([OH:24])=[O:25])=[CH:5]1)[CH2:2][CH3:3]. The yield is 0.330. (5) The reactants are [NH2:1][C:2]1[CH:10]=[CH:9][C:8]([Br:11])=[CH:7][C:3]=1[C:4](O)=[O:5].[CH3:12][NH:13][CH:14]=O. No catalyst specified. The product is [Br:11][C:8]1[CH:7]=[C:3]2[C:2](=[CH:10][CH:9]=1)[N:1]=[CH:12][N:13]([CH3:14])[C:4]2=[O:5]. The yield is 0.630. (6) The reactants are [OH:1][CH:2]([C:18]1[O:19][C:20]([C:23]2[N:28]=[CH:27][C:26]([C:29]([O:31][CH3:32])=[O:30])=[CH:25][CH:24]=2)=[CH:21][N:22]=1)[CH2:3][CH2:4][C:5]1[CH:10]=[CH:9][C:8]([O:11][C:12]2[CH:17]=[CH:16][CH:15]=[CH:14][CH:13]=2)=[CH:7][CH:6]=1.CC(OI1(OC(C)=O)(OC(C)=O)OC(=O)C2C=CC=CC1=2)=O.C([O-])(O)=O.[Na+]. The catalyst is C(Cl)Cl. The product is [O:11]([C:8]1[CH:7]=[CH:6][C:5]([CH2:4][CH2:3][C:2]([C:18]2[O:19][C:20]([C:23]3[N:28]=[CH:27][C:26]([C:29]([O:31][CH3:32])=[O:30])=[CH:25][CH:24]=3)=[CH:21][N:22]=2)=[O:1])=[CH:10][CH:9]=1)[C:12]1[CH:17]=[CH:16][CH:15]=[CH:14][CH:13]=1. The yield is 0.820. (7) The reactants are Cl[C:2]1[CH:11]=[CH:10][C:9]2[C:8]3[C:12]4[NH:19][CH2:18][C@@H:17]([CH3:20])[NH:16][C:15](=[O:21])[C:13]=4[S:14][C:7]=3[CH:6]=[CH:5][C:4]=2[N:3]=1.[OH2:22]. The catalyst is C(O)(=O)C. The product is [OH:22][C:2]1[CH:11]=[CH:10][C:9]2[C:8]3[C:12]4[NH:19][CH2:18][C@@H:17]([CH3:20])[NH:16][C:15](=[O:21])[C:13]=4[S:14][C:7]=3[CH:6]=[CH:5][C:4]=2[N:3]=1. The yield is 0.876. (8) The reactants are [Mg].II.Br[C:5]1[C:10]([O:11][CH3:12])=[CH:9][C:8]([CH2:13][O:14][CH:15]([O:17][CH2:18][CH2:19][CH3:20])[CH3:16])=[CH:7][C:6]=1[O:21][CH3:22].[B:23](OC)([O:26]C)[O:24]C.[Cl-].[NH4+].C(OC(C)C)(=O)C. The catalyst is O1CCCC1. The product is [CH3:22][O:21][C:6]1[CH:7]=[C:8]([CH2:13][O:14][CH:15]([O:17][CH2:18][CH2:19][CH3:20])[CH3:16])[CH:9]=[C:10]([O:11][CH3:12])[C:5]=1[B:23]([OH:26])[OH:24]. The yield is 0.687. (9) The product is [Br:8][C:5]1[CH:6]=[CH:7][C:2]([C:15]([OH:16])([CH3:17])[CH3:14])=[N:3][CH:4]=1. The reactants are Br[C:2]1[CH:7]=[CH:6][C:5]([Br:8])=[CH:4][N:3]=1.C([Li])CCC.[CH3:14][C:15]([CH3:17])=[O:16]. The catalyst is C1(C)C=CC=CC=1. The yield is 0.860.